From a dataset of Forward reaction prediction with 1.9M reactions from USPTO patents (1976-2016). Predict the product of the given reaction. (1) Given the reactants Br[C:2]1[C:10]2[C:5](=[CH:6][CH:7]=[C:8]([N+:11]([O-:13])=[O:12])[CH:9]=2)[N:4](C(OC(C)(C)C)=O)[N:3]=1.[F:21][C:22]1[CH:27]=[CH:26][C:25](B(O)O)=[CH:24][CH:23]=1.C(Cl)Cl.C([O-])([O-])=O.[K+].[K+], predict the reaction product. The product is: [F:21][C:22]1[CH:27]=[CH:26][C:25]([C:2]2[C:10]3[C:5](=[CH:6][CH:7]=[C:8]([N+:11]([O-:13])=[O:12])[CH:9]=3)[NH:4][N:3]=2)=[CH:24][CH:23]=1. (2) Given the reactants I[C:2]1[C:6]2[C:7]([O:11][CH:12]3[CH2:17][CH2:16][O:15][CH2:14][CH2:13]3)=[N:8][CH:9]=[CH:10][C:5]=2[N:4](C(C2C=CC=CC=2)(C2C=CC=CC=2)C2C=CC=CC=2)[N:3]=1.N1C=C([C:42]2[C:46]3C(OC4CCOCC4)=NC=C[C:45]=3[N:44]([C:58]([C:71]3[CH:76]=[CH:75]C=CC=3)(C3C=CC=CC=3)C3C=CC=CC=3)[N:43]=2)C=N1.BrCC1CC1, predict the reaction product. The product is: [CH:71]1([CH2:58][N:44]2[CH:45]=[C:46]([C:2]3[C:6]4[C:7]([O:11][CH:12]5[CH2:13][CH2:14][O:15][CH2:16][CH2:17]5)=[N:8][CH:9]=[CH:10][C:5]=4[NH:4][N:3]=3)[CH:42]=[N:43]2)[CH2:76][CH2:75]1. (3) The product is: [C:23]([C:27]1[CH:28]=[C:29]([C:2]2[S:6][C:5]([C:7]([NH:9][CH:10]3[CH2:15][CH2:14][O:13][CH2:12][CH2:11]3)=[O:8])=[N:4][C:3]=2[CH2:16][CH:17]2[CH2:22][CH2:21][CH2:20][CH2:19][CH2:18]2)[CH:30]=[C:31]([C:33]2([CH3:36])[CH2:35][CH2:34]2)[CH:32]=1)([CH3:26])([CH3:24])[CH3:25]. Given the reactants Br[C:2]1[S:6][C:5]([C:7]([NH:9][CH:10]2[CH2:15][CH2:14][O:13][CH2:12][CH2:11]2)=[O:8])=[N:4][C:3]=1[CH2:16][CH:17]1[CH2:22][CH2:21][CH2:20][CH2:19][CH2:18]1.[C:23]([C:27]1[CH:28]=[C:29](B2OC(C)(C)C(C)(C)O2)[CH:30]=[C:31]([C:33]2([CH3:36])[CH2:35][CH2:34]2)[CH:32]=1)([CH3:26])([CH3:25])[CH3:24].C([O-])([O-])=O.[Na+].[Na+].C(Cl)Cl, predict the reaction product. (4) Given the reactants [Cl:1][C:2]1[C:7]([CH3:8])=[CH:6][C:5]([S:9]([NH:12][C:13]2[CH:14]=[C:15]([C:19]3[CH:24]=[CH:23][C:22]([C:25]([OH:27])=O)=[C:21]([CH3:28])[CH:20]=3)[CH:16]=[CH:17][CH:18]=2)(=[O:11])=[O:10])=[C:4]([CH3:29])[CH:3]=1.[NH2:30][CH2:31][C:32]#[N:33], predict the reaction product. The product is: [C:31]([CH2:32][NH:33][C:25]([C:22]1[CH:23]=[CH:24][C:19]([C:15]2[CH:16]=[CH:17][CH:18]=[C:13]([NH:12][S:9]([C:5]3[CH:6]=[C:7]([CH3:8])[C:2]([Cl:1])=[CH:3][C:4]=3[CH3:29])(=[O:10])=[O:11])[CH:14]=2)=[CH:20][C:21]=1[CH3:28])=[O:27])#[N:30]. (5) Given the reactants [NH2:1][C:2]1([C:10]2[CH:15]=[CH:14][CH:13]=[CH:12][CH:11]=2)[CH2:7][N:6]([CH3:8])[C:5](=[O:9])[CH2:4][CH2:3]1.C(N(CC)CC)C.[C:23](O[C:23]([O:25][C:26]([CH3:29])([CH3:28])[CH3:27])=[O:24])([O:25][C:26]([CH3:29])([CH3:28])[CH3:27])=[O:24].O, predict the reaction product. The product is: [C:26]([O:25][C:23](=[O:24])[NH:1][C:2]1([C:10]2[CH:15]=[CH:14][CH:13]=[CH:12][CH:11]=2)[CH2:3][CH2:4][C:5](=[O:9])[N:6]([CH3:8])[CH2:7]1)([CH3:29])([CH3:28])[CH3:27].